From a dataset of Forward reaction prediction with 1.9M reactions from USPTO patents (1976-2016). Predict the product of the given reaction. (1) Given the reactants [F:1][C:2]([F:43])([F:42])[C:3]1[CH:4]=[C:5]([CH:35]=[C:36]([C:38]([F:41])([F:40])[F:39])[CH:37]=1)[CH2:6][N:7]([CH2:13][C:14]1[CH:19]=[C:18]([C:20]([F:23])([F:22])[F:21])[CH:17]=[CH:16][C:15]=1[C:24]1[CH:29]=[C:28]([CH:30]([CH3:32])[CH3:31])[CH:27]=[CH:26][C:25]=1[O:33][CH3:34])[C:8]1[N:9]=[N:10][NH:11][N:12]=1.C1(P(C2C=CC=CC=2)C2C=CC=CC=2)C=CC=CC=1.[CH3:63][S:64][CH2:65][CH2:66]O.N(C(OCC)=O)=NC(OCC)=O.C1(C)C=CC=CC=1, predict the reaction product. The product is: [F:41][C:38]([F:39])([F:40])[C:36]1[CH:35]=[C:5]([CH:4]=[C:3]([C:2]([F:1])([F:42])[F:43])[CH:37]=1)[CH2:6][N:7]([CH2:13][C:14]1[CH:19]=[C:18]([C:20]([F:21])([F:22])[F:23])[CH:17]=[CH:16][C:15]=1[C:24]1[CH:29]=[C:28]([CH:30]([CH3:31])[CH3:32])[CH:27]=[CH:26][C:25]=1[O:33][CH3:34])[C:8]1[N:9]=[N:10][N:11]([CH2:66][CH2:65][S:64][CH3:63])[N:12]=1. (2) The product is: [CH3:27][N:25]1[CH:26]=[C:22]([C:16]2[CH:17]=[N:18][C:19]3[C:14]([CH:15]=2)=[CH:13][C:12]([CH2:11][C:8]2[N:6]4[N:7]=[C:2]([C:33](=[O:35])[CH3:34])[CH:3]=[CH:4][C:5]4=[N:10][N:9]=2)=[CH:21][CH:20]=3)[CH:23]=[N:24]1. Given the reactants Cl[C:2]1[CH:3]=[CH:4][C:5]2[N:6]([C:8]([CH2:11][C:12]3[CH:13]=[C:14]4[C:19](=[CH:20][CH:21]=3)[N:18]=[CH:17][C:16]([C:22]3[CH:23]=[N:24][N:25]([CH3:27])[CH:26]=3)=[CH:15]4)=[N:9][N:10]=2)[N:7]=1.C([Sn](CCCC)(CCCC)[C:33]([O:35]CC)=[CH2:34])CCC, predict the reaction product. (3) Given the reactants [Cl:1][C:2]1[CH:7]=[CH:6][CH:5]=[C:4]([Cl:8])[C:3]=1[C:9]1[C:34](=[O:35])[N:33]([CH3:36])[C:12]2[N:13]=[C:14]([NH:17][C:18]3[CH:23]=[CH:22][C:21]([O:24][CH2:25][CH2:26][N:27]4[CH2:32][CH2:31][CH2:30][CH2:29][CH2:28]4)=[CH:20][CH:19]=3)[N:15]=[CH:16][C:11]=2[CH:10]=1.[Br:37][CH2:38][C:39]1[N:43]([CH3:44])[CH:42]=[N:41][C:40]=1[N+:45]([O-:47])=[O:46].CCOCC, predict the reaction product. The product is: [Br-:37].[Cl:8][C:4]1[CH:5]=[CH:6][CH:7]=[C:2]([Cl:1])[C:3]=1[C:9]1[C:34](=[O:35])[N:33]([CH3:36])[C:12]2[N:13]=[C:14]([NH:17][C:18]3[CH:19]=[CH:20][C:21]([O:24][CH2:25][CH2:26][N+:27]4([CH2:38][C:39]5[N:43]([CH3:44])[CH:42]=[N:41][C:40]=5[N+:45]([O-:47])=[O:46])[CH2:28][CH2:29][CH2:30][CH2:31][CH2:32]4)=[CH:22][CH:23]=3)[N:15]=[CH:16][C:11]=2[CH:10]=1. (4) Given the reactants Br[C:2]1[N:11]=[C:10]([C:12]([NH:14][CH2:15][C:16]2[CH:21]=[CH:20][C:19]([F:22])=[CH:18][CH:17]=2)=[O:13])[C:9]([OH:23])=[C:8]2[C:3]=1[CH:4]=[CH:5][CH:6]=[N:7]2.[SH:24][CH2:25][C:26]([OH:28])=[O:27].C(N(CC)CC)C.Cl, predict the reaction product. The product is: [F:22][C:19]1[CH:20]=[CH:21][C:16]([CH2:15][NH:14][C:12]([C:10]2[C:9]([OH:23])=[C:8]3[C:3]([CH:4]=[CH:5][CH:6]=[N:7]3)=[C:2]([S:24][CH2:25][C:26]([OH:28])=[O:27])[N:11]=2)=[O:13])=[CH:17][CH:18]=1.